This data is from Reaction yield outcomes from USPTO patents with 853,638 reactions. The task is: Predict the reaction yield, written as a fraction of the theoretical maximum amount of product (1.0 means a 100% yield; for example, 0.34 means a 34% yield). (1) The reactants are C([O:8][C:9]1[CH:14]=[CH:13][C:12]([C:15]2[CH:20]=[CH:19][C:18]([CH3:21])=[C:17]([CH2:22][N:23]3[C:31]4[C:26](=[CH:27][CH:28]=[CH:29][CH:30]=4)[C:25]([C:32]4[CH:37]=[CH:36][C:35]([C:38]([CH3:41])([CH3:40])[CH3:39])=[CH:34][CH:33]=4)=[C:24]3[C:42]([O:44][CH2:45][CH3:46])=[O:43])[CH:16]=2)=[CH:11][CH:10]=1)C1C=CC=CC=1. The catalyst is C(Cl)(Cl)Cl.CO.[Pd]. The product is [C:38]([C:35]1[CH:34]=[CH:33][C:32]([C:25]2[C:26]3[C:31](=[CH:30][CH:29]=[CH:28][CH:27]=3)[N:23]([CH2:22][C:17]3[CH:16]=[C:15]([C:12]4[CH:11]=[CH:10][C:9]([OH:8])=[CH:14][CH:13]=4)[CH:20]=[CH:19][C:18]=3[CH3:21])[C:24]=2[C:42]([O:44][CH2:45][CH3:46])=[O:43])=[CH:37][CH:36]=1)([CH3:41])([CH3:39])[CH3:40]. The yield is 0.670. (2) The reactants are Br[C:2]1[CH:7]=[CH:6][C:5]([C:8]2([C:11]([N:13]3[CH2:17][CH2:16][C@@:15]4([C:21]5[CH:22]=[CH:23][CH:24]=[CH:25][C:20]=5[C:19](=[O:26])[O:18]4)[CH2:14]3)=[O:12])[CH2:10][CH2:9]2)=[CH:4][CH:3]=1.[NH:27]1[CH2:31][CH2:30][CH2:29][CH2:28]1.N12CCCN=C1CCCCC2.[O:43]1CCC[CH2:44]1. The catalyst is [C-]#[O+].[C-]#[O+].[C-]#[O+].[C-]#[O+].[C-]#[O+].[C-]#[O+].[Mo].CC1C(P(C2C([CH2-])=CC=CC=2)C2C(C)=CC=CC=2)=CC=CC=1.CC1C(P(C2C([CH2-])=CC=CC=2)C2C(C)=CC=CC=2)=CC=CC=1.CC(O)=O.CC(O)=O.[Pd].[Pd]. The product is [N:27]1([C:44]([C:2]2[CH:3]=[CH:4][C:5]([C:8]3([C:11]([N:13]4[CH2:17][CH2:16][C@@:15]5([C:21]6[CH:22]=[CH:23][CH:24]=[CH:25][C:20]=6[C:19](=[O:26])[O:18]5)[CH2:14]4)=[O:12])[CH2:10][CH2:9]3)=[CH:6][CH:7]=2)=[O:43])[CH2:31][CH2:30][CH2:29][CH2:28]1. The yield is 0.790.